From a dataset of Catalyst prediction with 721,799 reactions and 888 catalyst types from USPTO. Predict which catalyst facilitates the given reaction. (1) Reactant: Cl[CH:2]([C:13]1[CH:18]=[CH:17][CH:16]=[C:15]([C:19]([F:22])([F:21])[F:20])[CH:14]=1)[C:3]1[CH:8]=[CH:7][CH:6]=[C:5]([C:9]([F:12])([F:11])[F:10])[CH:4]=1.[NH:23]1[CH2:28][CH2:27][NH:26][CH2:25][CH2:24]1. Product: [F:10][C:9]([F:12])([F:11])[C:5]1[CH:4]=[C:3]([CH:2]([C:13]2[CH:18]=[CH:17][CH:16]=[C:15]([C:19]([F:22])([F:21])[F:20])[CH:14]=2)[N:23]2[CH2:28][CH2:27][NH:26][CH2:25][CH2:24]2)[CH:8]=[CH:7][CH:6]=1. The catalyst class is: 10. (2) Reactant: C(OCC)C.[F:6][C:7]([F:20])([C:10]([F:19])([F:18])[C:11]([F:17])([F:16])[C:12]([F:15])([F:14])[F:13])[CH2:8][OH:9].[F:21][C:22]([F:35])([F:34])[S:23](O[S:23]([C:22]([F:35])([F:34])[F:21])(=[O:25])=[O:24])(=[O:25])=[O:24].Cl. Product: [F:21][C:22]([F:35])([F:34])[S:23]([O:9][CH2:8][C:7]([F:20])([F:6])[C:10]([F:18])([F:19])[C:11]([F:16])([F:17])[C:12]([F:14])([F:13])[F:15])(=[O:25])=[O:24]. The catalyst class is: 66. (3) Reactant: C([O:3][C:4]([C:6]1[CH2:10][CH2:9][CH2:8][C:7]=1[N:11]1[C:15]2[CH:16]=[CH:17][CH:18]=[CH:19][C:14]=2[N:13]([CH2:20][C:21]2[C:29]3[C:24](=[CH:25][CH:26]=[CH:27][C:28]=3[CH3:30])[N:23]([CH3:31])[CH:22]=2)[C:12]1=[O:32])=[O:5])C.O.[OH-].[Li+].C(O)(=O)C. Product: [CH3:31][N:23]1[C:24]2[C:29](=[C:28]([CH3:30])[CH:27]=[CH:26][CH:25]=2)[C:21]([CH2:20][N:13]2[C:14]3[CH:19]=[CH:18][CH:17]=[CH:16][C:15]=3[N:11]([C:7]3[CH2:8][CH2:9][CH2:10][C:6]=3[C:4]([OH:5])=[O:3])[C:12]2=[O:32])=[CH:22]1. The catalyst class is: 24. (4) Reactant: I[CH2:2][I:3].N(OCCC(C)C)=O.NC1[C:14]2[C:39]([CH3:41])([CH3:40])[C:38](=[O:42])[NH:37][C:15]=2[N:16]=[C:17]([C:19]2[C:27]3[C:22](=[N:23][C:24]([CH3:28])=[N:25][CH:26]=3)[N:21]([CH2:29][C:30]3[CH:35]=[CH:34][CH:33]=[CH:32][C:31]=3[F:36])[N:20]=2)[N:18]=1. Product: [F:36][C:31]1[CH:32]=[CH:33][CH:34]=[CH:35][C:30]=1[CH2:29][N:21]1[C:22]2=[N:23][C:24]([CH3:28])=[N:25][CH:26]=[C:27]2[C:19]([C:17]2[N:18]=[C:2]([I:3])[C:14]3[C:39]([CH3:41])([CH3:40])[C:38](=[O:42])[NH:37][C:15]=3[N:16]=2)=[N:20]1. The catalyst class is: 10. (5) The catalyst class is: 10. Reactant: [Br:1]N1C(=O)CCC1=O.[F:9][C:10]([F:25])([F:24])[C:11]([NH:13][C:14]1[N:15]=[C:16]2[CH:21]=[CH:20][C:19]([F:22])=[CH:18][N:17]2[CH:23]=1)=[O:12]. Product: [Br:1][C:23]1[N:17]2[CH:18]=[C:19]([F:22])[CH:20]=[CH:21][C:16]2=[N:15][C:14]=1[NH:13][C:11](=[O:12])[C:10]([F:24])([F:9])[F:25]. (6) Reactant: [CH2:1]([O:8][C:9](=[O:20])[NH:10][C:11]1[S:12][C:13](I)=[CH:14][C:15]=1[C:16]([NH2:18])=[O:17])[C:2]1[CH:7]=[CH:6][CH:5]=[CH:4][CH:3]=1.[F:21][C:22]1[CH:27]=[C:26]([F:28])[CH:25]=[CH:24][C:23]=1B(O)O.C(=O)([O-])[O-].[Na+].[Na+]. The catalyst class is: 628. Product: [CH2:1]([O:8][C:9](=[O:20])[NH:10][C:11]1[S:12][C:13]([C:25]2[CH:24]=[CH:23][C:22]([F:21])=[CH:27][C:26]=2[F:28])=[CH:14][C:15]=1[C:16]([NH2:18])=[O:17])[C:2]1[CH:7]=[CH:6][CH:5]=[CH:4][CH:3]=1. (7) Reactant: [Br:1][C:2]1[CH:7]=[C:6]([O:8][CH3:9])[CH:5]=[C:4]([Br:10])[C:3]=1[CH3:11].[Br:12]N1C(=O)CCC1=O.C(OOC(=O)C1C=CC=CC=1)(=O)C1C=CC=CC=1. Product: [Br:1][C:2]1[CH:7]=[C:6]([O:8][CH3:9])[CH:5]=[C:4]([Br:10])[C:3]=1[CH2:11][Br:12]. The catalyst class is: 53.